This data is from Full USPTO retrosynthesis dataset with 1.9M reactions from patents (1976-2016). The task is: Predict the reactants needed to synthesize the given product. (1) Given the product [Cl:1][C:2]1[CH:3]=[CH:4][C:5]([C:8]2[NH:9][C:10]3[C:15]([C:16]=2[CH:18]([N:25]([CH3:27])[CH3:26])[C:19]2[CH:24]=[CH:23][CH:22]=[CH:21][CH:20]=2)=[CH:14][CH:13]=[CH:12][CH:11]=3)=[CH:6][CH:7]=1, predict the reactants needed to synthesize it. The reactants are: [Cl:1][C:2]1[CH:7]=[CH:6][C:5]([C:8]2[NH:9][C:10]3[C:15]([CH:16]=2)=[CH:14][CH:13]=[CH:12][CH:11]=3)=[CH:4][CH:3]=1.[Cl-].[CH:18](=[N+:25]([CH3:27])[CH3:26])[C:19]1[CH:24]=[CH:23][CH:22]=[CH:21][CH:20]=1. (2) Given the product [C:24]([O:23][C:21]([N:12]1[C@H:8]([CH2:7][C:4]2[CH:3]=[CH:2][C:1]([C:14]3[CH:15]=[CH:16][CH:17]=[CH:18][CH:19]=3)=[CH:6][CH:5]=2)[CH2:9][CH2:10][C:11]1=[O:13])=[O:20])([CH3:27])([CH3:26])[CH3:25], predict the reactants needed to synthesize it. The reactants are: [C:1]1([C:14]2[CH:19]=[CH:18][CH:17]=[CH:16][CH:15]=2)[CH:6]=[CH:5][C:4]([CH2:7][C@H:8]2[NH:12][C:11](=[O:13])[CH2:10][CH2:9]2)=[CH:3][CH:2]=1.[O:20](C(OC(C)(C)C)=O)[C:21]([O:23][C:24]([CH3:27])([CH3:26])[CH3:25])=O.